From a dataset of NCI-60 drug combinations with 297,098 pairs across 59 cell lines. Regression. Given two drug SMILES strings and cell line genomic features, predict the synergy score measuring deviation from expected non-interaction effect. (1) Drug 1: C1=CN(C(=O)N=C1N)C2C(C(C(O2)CO)O)O.Cl. Drug 2: CCC1=C2CN3C(=CC4=C(C3=O)COC(=O)C4(CC)O)C2=NC5=C1C=C(C=C5)O. Cell line: SNB-75. Synergy scores: CSS=10.6, Synergy_ZIP=-3.02, Synergy_Bliss=2.21, Synergy_Loewe=-57.4, Synergy_HSA=-0.224. (2) Drug 1: C1CN1P(=S)(N2CC2)N3CC3. Drug 2: C1=NC(=NC(=O)N1C2C(C(C(O2)CO)O)O)N. Cell line: A498. Synergy scores: CSS=3.96, Synergy_ZIP=-7.07, Synergy_Bliss=-8.33, Synergy_Loewe=-10.6, Synergy_HSA=-7.14. (3) Drug 1: CC1=CC2C(CCC3(C2CCC3(C(=O)C)OC(=O)C)C)C4(C1=CC(=O)CC4)C. Drug 2: C1=NNC2=C1C(=O)NC=N2. Cell line: HCT116. Synergy scores: CSS=4.04, Synergy_ZIP=-1.38, Synergy_Bliss=-2.62, Synergy_Loewe=-1.44, Synergy_HSA=-1.75. (4) Drug 2: CC=C1C(=O)NC(C(=O)OC2CC(=O)NC(C(=O)NC(CSSCCC=C2)C(=O)N1)C(C)C)C(C)C. Synergy scores: CSS=57.4, Synergy_ZIP=21.1, Synergy_Bliss=21.4, Synergy_Loewe=-72.1, Synergy_HSA=20.0. Cell line: EKVX. Drug 1: CN(C)N=NC1=C(NC=N1)C(=O)N. (5) Drug 1: C1CNP(=O)(OC1)N(CCCl)CCCl. Drug 2: CC1CCCC2(C(O2)CC(NC(=O)CC(C(C(=O)C(C1O)C)(C)C)O)C(=CC3=CSC(=N3)C)C)C. Cell line: COLO 205. Synergy scores: CSS=62.0, Synergy_ZIP=3.55, Synergy_Bliss=2.24, Synergy_Loewe=-14.7, Synergy_HSA=3.71. (6) Drug 1: CC12CCC(CC1=CCC3C2CCC4(C3CC=C4C5=CN=CC=C5)C)O. Drug 2: CCN(CC)CCCC(C)NC1=C2C=C(C=CC2=NC3=C1C=CC(=C3)Cl)OC. Cell line: UACC-257. Synergy scores: CSS=27.5, Synergy_ZIP=7.84, Synergy_Bliss=10.2, Synergy_Loewe=9.82, Synergy_HSA=9.71. (7) Drug 1: C1=NC2=C(N=C(N=C2N1C3C(C(C(O3)CO)O)F)Cl)N. Drug 2: CNC(=O)C1=NC=CC(=C1)OC2=CC=C(C=C2)NC(=O)NC3=CC(=C(C=C3)Cl)C(F)(F)F. Cell line: PC-3. Synergy scores: CSS=0.804, Synergy_ZIP=-0.428, Synergy_Bliss=-2.12, Synergy_Loewe=-22.6, Synergy_HSA=-5.86. (8) Drug 1: CC1=C2C(C(=O)C3(C(CC4C(C3C(C(C2(C)C)(CC1OC(=O)C(C(C5=CC=CC=C5)NC(=O)OC(C)(C)C)O)O)OC(=O)C6=CC=CC=C6)(CO4)OC(=O)C)OC)C)OC. Drug 2: CC1C(C(CC(O1)OC2CC(CC3=C2C(=C4C(=C3O)C(=O)C5=C(C4=O)C(=CC=C5)OC)O)(C(=O)CO)O)N)O.Cl. Cell line: KM12. Synergy scores: CSS=43.2, Synergy_ZIP=-9.74, Synergy_Bliss=-13.2, Synergy_Loewe=-6.84, Synergy_HSA=-6.16. (9) Drug 1: C1=C(C(=O)NC(=O)N1)F. Drug 2: C#CCC(CC1=CN=C2C(=N1)C(=NC(=N2)N)N)C3=CC=C(C=C3)C(=O)NC(CCC(=O)O)C(=O)O. Cell line: IGROV1. Synergy scores: CSS=37.5, Synergy_ZIP=5.14, Synergy_Bliss=8.61, Synergy_Loewe=8.66, Synergy_HSA=8.62. (10) Drug 1: CCC1(CC2CC(C3=C(CCN(C2)C1)C4=CC=CC=C4N3)(C5=C(C=C6C(=C5)C78CCN9C7C(C=CC9)(C(C(C8N6C=O)(C(=O)OC)O)OC(=O)C)CC)OC)C(=O)OC)O.OS(=O)(=O)O. Drug 2: CC1=C(N=C(N=C1N)C(CC(=O)N)NCC(C(=O)N)N)C(=O)NC(C(C2=CN=CN2)OC3C(C(C(C(O3)CO)O)O)OC4C(C(C(C(O4)CO)O)OC(=O)N)O)C(=O)NC(C)C(C(C)C(=O)NC(C(C)O)C(=O)NCCC5=NC(=CS5)C6=NC(=CS6)C(=O)NCCC[S+](C)C)O. Cell line: MALME-3M. Synergy scores: CSS=8.26, Synergy_ZIP=-2.10, Synergy_Bliss=1.07, Synergy_Loewe=-1.94, Synergy_HSA=-1.23.